This data is from Full USPTO retrosynthesis dataset with 1.9M reactions from patents (1976-2016). The task is: Predict the reactants needed to synthesize the given product. (1) Given the product [CH2:1]([O:8][C:9]1[CH:10]=[CH:11][C:12]([C:15]2[CH:16]([CH2:24][CH3:25])[CH:17]([CH3:23])[CH:18]([CH2:21][OH:22])[CH2:19][CH:20]=2)=[CH:13][CH:14]=1)[C:2]1[CH:3]=[CH:4][CH:5]=[CH:6][CH:7]=1, predict the reactants needed to synthesize it. The reactants are: [CH2:1]([O:8][C:9]1[CH:14]=[CH:13][C:12]([C:15]2(O)[CH2:20][CH2:19][CH:18]([CH2:21][OH:22])[CH:17]([CH3:23])[CH:16]2[CH2:24][CH3:25])=[CH:11][CH:10]=1)[C:2]1[CH:7]=[CH:6][CH:5]=[CH:4][CH:3]=1.CC1C=CC(S(O)(=O)=O)=CC=1. (2) The reactants are: I[C:2]1[CH:7]=[CH:6][C:5]([CH2:8][C@H:9]([NH:18][C:19](=[O:25])[O:20][C:21]([CH3:24])([CH3:23])[CH3:22])[C:10](=[O:17])[N:11]2[CH2:16][CH2:15][CH2:14][CH2:13][CH2:12]2)=[CH:4][CH:3]=1.[B:26]1([B:26]2[O:30][C:29]([CH3:32])([CH3:31])[C:28]([CH3:34])([CH3:33])[O:27]2)[O:30][C:29]([CH3:32])([CH3:31])[C:28]([CH3:34])([CH3:33])[O:27]1.C(Cl)Cl.C([O-])(=O)C.[K+]. Given the product [O:17]=[C:10]([N:11]1[CH2:16][CH2:15][CH2:14][CH2:13][CH2:12]1)[C@@H:9]([NH:18][C:19](=[O:25])[O:20][C:21]([CH3:24])([CH3:23])[CH3:22])[CH2:8][C:5]1[CH:6]=[CH:7][C:2]([B:26]2[O:30][C:29]([CH3:32])([CH3:31])[C:28]([CH3:34])([CH3:33])[O:27]2)=[CH:3][CH:4]=1, predict the reactants needed to synthesize it. (3) Given the product [Cl:26][C:23]1[CH:22]=[CH:21][C:20]([S:19][C:4]2[C:3]3[C:2]([C:37](=[O:38])[C:36]([F:42])([F:41])[F:35])=[CH:10][C:9]([F:11])=[CH:8][C:7]=3[N:6]3[CH2:12][CH2:13][CH:14]([CH2:15][C:16]([OH:18])=[O:17])[C:5]=23)=[CH:25][CH:24]=1, predict the reactants needed to synthesize it. The reactants are: Br[C:2]1[C:3]2[C:4]([S:19][C:20]3[CH:25]=[CH:24][C:23]([Cl:26])=[CH:22][CH:21]=3)=[C:5]3[CH:14]([CH2:15][C:16]([OH:18])=[O:17])[CH2:13][CH2:12][N:6]3[C:7]=2[CH:8]=[C:9]([F:11])[CH:10]=1.C[Mg+].[Br-].[Li]C(CC)C.[F:35][C:36]([F:42])([F:41])[C:37](OC)=[O:38].[NH4+].[Cl-]. (4) Given the product [Cl:28][C:29]1[C:34]([Cl:35])=[CH:33][CH:32]=[CH:31][C:30]=1[N:36]1[CH2:41][CH2:40][N:39]([CH2:19][CH2:18][CH2:17][NH:16][C:13]2[N:12]=[CH:11][N:10]=[C:9]3[C:14]=2[N:15]=[C:7]([C:1]2[CH:6]=[CH:5][CH:4]=[CH:3][CH:2]=2)[N:8]3[C:21]2[CH:26]=[CH:25][CH:24]=[CH:23][CH:22]=2)[CH2:38][CH2:37]1, predict the reactants needed to synthesize it. The reactants are: [C:1]1([C:7]2[N:8]([C:21]3[CH:26]=[CH:25][CH:24]=[CH:23][CH:22]=3)[C:9]3[C:14]([N:15]=2)=[C:13]([NH:16][CH2:17][CH2:18][CH:19]=O)[N:12]=[CH:11][N:10]=3)[CH:6]=[CH:5][CH:4]=[CH:3][CH:2]=1.Cl.[Cl:28][C:29]1[C:34]([Cl:35])=[CH:33][CH:32]=[CH:31][C:30]=1[N:36]1[CH2:41][CH2:40][NH:39][CH2:38][CH2:37]1.[BH-](OC(C)=O)(OC(C)=O)OC(C)=O.[Na+].C(O)(=O)C. (5) Given the product [Cl:20][C:17]1[CH:18]=[CH:19][C:14]([N:11]2[CH2:12][CH2:13][N:8]([C:6]3[N:7]=[C:2]([NH:25][C@H:26]([CH:29]([CH3:31])[CH3:30])[CH2:27][OH:28])[C:3]4[S:23](=[O:24])[CH2:22][CH2:21][C:4]=4[N:5]=3)[CH2:9][CH2:10]2)=[CH:15][CH:16]=1, predict the reactants needed to synthesize it. The reactants are: Cl[C:2]1[C:3]2[S:23](=[O:24])[CH2:22][CH2:21][C:4]=2[N:5]=[C:6]([N:8]2[CH2:13][CH2:12][N:11]([C:14]3[CH:19]=[CH:18][C:17]([Cl:20])=[CH:16][CH:15]=3)[CH2:10][CH2:9]2)[N:7]=1.[NH2:25][C@H:26]([CH:29]([CH3:31])[CH3:30])[CH2:27][OH:28].C(N(C(C)C)CC)(C)C.O.